This data is from CYP2D6 inhibition data for predicting drug metabolism from PubChem BioAssay. The task is: Regression/Classification. Given a drug SMILES string, predict its absorption, distribution, metabolism, or excretion properties. Task type varies by dataset: regression for continuous measurements (e.g., permeability, clearance, half-life) or binary classification for categorical outcomes (e.g., BBB penetration, CYP inhibition). Dataset: cyp2d6_veith. (1) The molecule is O=[As](O)(O)c1ccc(Cc2ccc([As](=O)(O)O)cc2)cc1. The result is 0 (non-inhibitor). (2) The result is 0 (non-inhibitor). The molecule is COC(=O)[C@@]1(Cc2ccc(OC)cc2)[C@H]2c3cc(C(=O)N4CCCC4)n(CCc4c[nH]c5ccc(O)cc45)c3C[C@H]2CN1C(=O)c1ccccc1. (3) The drug is NCCNS(=O)(=O)c1ccc(N)cc1. The result is 0 (non-inhibitor).